The task is: Predict the reaction yield, written as a fraction of the theoretical maximum amount of product (1.0 means a 100% yield; for example, 0.34 means a 34% yield).. This data is from Reaction yield outcomes from USPTO patents with 853,638 reactions. The reactants are Br[C:2]1[CH:3]=[N:4][N:5]([CH3:23])[C:6]=1[CH2:7][N:8]1[CH2:12][CH:11]([C:13]2[CH:18]=[C:17]([F:19])[CH:16]=[C:15]([F:20])[C:14]=2[F:21])[CH2:10][C:9]1=[O:22]. The catalyst is CO.[Pd]. The product is [CH3:23][N:5]1[C:6]([CH2:7][N:8]2[CH2:12][CH:11]([C:13]3[CH:18]=[C:17]([F:19])[CH:16]=[C:15]([F:20])[C:14]=3[F:21])[CH2:10][C:9]2=[O:22])=[CH:2][CH:3]=[N:4]1. The yield is 0.580.